Task: Predict the reaction yield, written as a fraction of the theoretical maximum amount of product (1.0 means a 100% yield; for example, 0.34 means a 34% yield).. Dataset: Reaction yield outcomes from USPTO patents with 853,638 reactions (1) The reactants are [NH2:1][C:2]1[S:3][C:4]([CH2:12][CH2:13][CH2:14][O:15][C:16](=[O:18])[CH3:17])=[CH:5][C:6]=1[C:7](OCC)=[O:8].C([O-])(=O)C.[NH4+].[CH:24]([NH2:26])=O. The catalyst is O. The product is [C:16]([O:15][CH2:14][CH2:13][CH2:12][C:4]1[S:3][C:2]2[N:1]=[CH:24][NH:26][C:7](=[O:8])[C:6]=2[CH:5]=1)(=[O:18])[CH3:17]. The yield is 0.750. (2) The reactants are Cl[C:2]1([C:8]([O:10][CH3:11])=[O:9])[C:6](=[O:7])[CH:5]=[CH:4][S:3]1.C(O)(=O)C.[N:16]1[C:20]2[CH:21]=[CH:22][CH:23]=[CH:24][C:19]=2[NH:18][CH:17]=1. The catalyst is C(Cl)(Cl)Cl.O. The product is [N:16]1([C:4]2[S:3][C:2]([C:8]([O:10][CH3:11])=[O:9])=[C:6]([OH:7])[CH:5]=2)[C:20]2[CH:21]=[CH:22][CH:23]=[CH:24][C:19]=2[N:18]=[CH:17]1. The yield is 0.410. (3) The reactants are [N:1]([C:4]1[CH:12]=[C:11]2[N:7]([C:8]([CH3:14])([CH3:13])[CH2:9][CH2:10]2)[C:6](=[O:15])[CH:5]=1)=[N+]=[N-]. The catalyst is CCO.[Pd]. The product is [NH2:1][CH:4]1[CH2:12][CH:11]2[N:7]([C:8]([CH3:13])([CH3:14])[CH2:9][CH2:10]2)[C:6](=[O:15])[CH2:5]1. The yield is 0.890. (4) The reactants are Cl[C:2]1[CH:7]=[CH:6][N:5]=[C:4]([S:8][CH3:9])[N:3]=1.[F-:10].[K+]. The catalyst is COCCOCCOCCOCCOC.C1OCCOCCOCCOCCOCCOC1. The product is [F:10][C:2]1[CH:7]=[CH:6][N:5]=[C:4]([S:8][CH3:9])[N:3]=1. The yield is 0.620. (5) The reactants are C[O:2][C:3](=O)/[C:4](/[C:8]1[CH:13]=[CH:12][CH:11]=[CH:10][C:9]=1[CH2:14][O:15][C:16]1[CH:21]=[CH:20][C:19]([CH:22]=[C:23]([Cl:25])[Cl:24])=[CH:18][C:17]=1[Cl:26])=[N:5]/[O:6][CH3:7].[CH3:28][NH2:29]. The catalyst is CO. The product is [Cl:26][C:17]1[CH:18]=[C:19]([CH:22]=[C:23]([Cl:25])[Cl:24])[CH:20]=[CH:21][C:16]=1[O:15][CH2:14][C:9]1[CH:10]=[CH:11][CH:12]=[CH:13][C:8]=1/[C:4](=[N:5]\[O:6][CH3:7])/[C:3]([NH:29][CH3:28])=[O:2]. The yield is 0.890.